From a dataset of Reaction yield outcomes from USPTO patents with 853,638 reactions. Predict the reaction yield, written as a fraction of the theoretical maximum amount of product (1.0 means a 100% yield; for example, 0.34 means a 34% yield). (1) The reactants are F[C:2]1[C:7]([I:8])=[CH:6][CH:5]=[CH:4][N:3]=1.[CH:9]1([NH2:12])[CH2:11][CH2:10]1. The product is [CH:9]1([NH:12][C:2]2[C:7]([I:8])=[CH:6][CH:5]=[CH:4][N:3]=2)[CH2:11][CH2:10]1. The yield is 0.0800. No catalyst specified. (2) The reactants are [CH:1]1([CH2:6][C@H:7]([N:11]2[CH2:19][C:18]3[C:13](=[CH:14][CH:15]=[CH:16][C:17]=3[C:20]([F:23])([F:22])[F:21])[C:12]2=[O:24])[C:8](O)=[O:9])[CH2:5][CH2:4][CH2:3][CH2:2]1.C(Cl)(=O)C(Cl)=O.[CH3:31][N:32]1[CH:36]=[CH:35][C:34]([NH2:37])=[N:33]1.N1C(C)=CC=CC=1C. The catalyst is C(Cl)Cl.CN(C)C=O. The product is [CH:1]1([CH2:6][C@H:7]([N:11]2[CH2:19][C:18]3[C:13](=[CH:14][CH:15]=[CH:16][C:17]=3[C:20]([F:22])([F:21])[F:23])[C:12]2=[O:24])[C:8]([NH:37][C:34]2[CH:35]=[CH:36][N:32]([CH3:31])[N:33]=2)=[O:9])[CH2:5][CH2:4][CH2:3][CH2:2]1. The yield is 0.770.